From a dataset of TCR-epitope binding with 47,182 pairs between 192 epitopes and 23,139 TCRs. Binary Classification. Given a T-cell receptor sequence (or CDR3 region) and an epitope sequence, predict whether binding occurs between them. (1) The epitope is KLSYGIATV. The TCR CDR3 sequence is CASSTSTLANTEAFF. Result: 1 (the TCR binds to the epitope). (2) The epitope is KTSVDCTMYI. The TCR CDR3 sequence is CASSPNGGHEQFF. Result: 1 (the TCR binds to the epitope).